From a dataset of Antibody paratope prediction from SAbDab with 1,023 antibody chains. Token-level Classification. Given an antibody amino acid sequence, predict which amino acid positions are active in antigen binding. Output is a list of indices for active paratope positions. Given the antibody sequence: EVQLVESGPGLVKPSQTLSLTCTVSGASISSGGYFWSWIRQHPGKGLEWIGNIYYIGNTYYNPSLKSRLTISVDTTQNQFSLKLTSVTAADTAVYYCARVPRLRGGNYFDSWGQGTLVTVSS, which amino acid positions are active in antigen binding (paratope)? The paratope positions are: [31, 32, 84, 85, 86, 105, 106, 107, 108].